This data is from NCI-60 drug combinations with 297,098 pairs across 59 cell lines. The task is: Regression. Given two drug SMILES strings and cell line genomic features, predict the synergy score measuring deviation from expected non-interaction effect. (1) Drug 1: C1CC(=O)NC(=O)C1N2CC3=C(C2=O)C=CC=C3N. Drug 2: CS(=O)(=O)CCNCC1=CC=C(O1)C2=CC3=C(C=C2)N=CN=C3NC4=CC(=C(C=C4)OCC5=CC(=CC=C5)F)Cl. Cell line: LOX IMVI. Synergy scores: CSS=1.03, Synergy_ZIP=2.61, Synergy_Bliss=-4.63, Synergy_Loewe=-3.42, Synergy_HSA=-3.28. (2) Drug 1: C1C(C(OC1N2C=NC3=C(N=C(N=C32)Cl)N)CO)O. Drug 2: C(CCl)NC(=O)N(CCCl)N=O. Cell line: NCI-H226. Synergy scores: CSS=-3.18, Synergy_ZIP=-0.262, Synergy_Bliss=-4.13, Synergy_Loewe=-6.38, Synergy_HSA=-6.18. (3) Cell line: SW-620. Drug 1: C1=NC2=C(N1)C(=S)N=CN2. Drug 2: C1CN(CCN1C(=O)CCBr)C(=O)CCBr. Synergy scores: CSS=17.1, Synergy_ZIP=-7.07, Synergy_Bliss=-1.82, Synergy_Loewe=-2.01, Synergy_HSA=-1.24. (4) Drug 1: CN(C)N=NC1=C(NC=N1)C(=O)N. Drug 2: B(C(CC(C)C)NC(=O)C(CC1=CC=CC=C1)NC(=O)C2=NC=CN=C2)(O)O. Cell line: NCI-H226. Synergy scores: CSS=0.347, Synergy_ZIP=0.960, Synergy_Bliss=0.707, Synergy_Loewe=-0.752, Synergy_HSA=-1.49. (5) Drug 1: C1CN(CCN1C(=O)CCBr)C(=O)CCBr. Drug 2: C1=NNC2=C1C(=O)NC=N2. Cell line: OVCAR-8. Synergy scores: CSS=12.6, Synergy_ZIP=-3.57, Synergy_Bliss=1.59, Synergy_Loewe=-4.53, Synergy_HSA=-1.02. (6) Drug 1: CC12CCC(CC1=CCC3C2CCC4(C3CC=C4C5=CN=CC=C5)C)O. Drug 2: CC1C(C(CC(O1)OC2CC(CC3=C2C(=C4C(=C3O)C(=O)C5=CC=CC=C5C4=O)O)(C(=O)C)O)N)O. Cell line: SF-295. Synergy scores: CSS=44.9, Synergy_ZIP=2.20, Synergy_Bliss=4.20, Synergy_Loewe=-21.1, Synergy_HSA=5.90. (7) Synergy scores: CSS=45.0, Synergy_ZIP=-3.34, Synergy_Bliss=-2.82, Synergy_Loewe=-41.2, Synergy_HSA=-0.773. Drug 2: CN(CC1=CN=C2C(=N1)C(=NC(=N2)N)N)C3=CC=C(C=C3)C(=O)NC(CCC(=O)O)C(=O)O. Drug 1: C(=O)(N)NO. Cell line: A498. (8) Drug 1: CC1CCC2CC(C(=CC=CC=CC(CC(C(=O)C(C(C(=CC(C(=O)CC(OC(=O)C3CCCCN3C(=O)C(=O)C1(O2)O)C(C)CC4CCC(C(C4)OC)O)C)C)O)OC)C)C)C)OC. Drug 2: CC1CCCC2(C(O2)CC(NC(=O)CC(C(C(=O)C(C1O)C)(C)C)O)C(=CC3=CSC(=N3)C)C)C. Cell line: OVCAR3. Synergy scores: CSS=44.4, Synergy_ZIP=-1.37, Synergy_Bliss=-3.46, Synergy_Loewe=-12.5, Synergy_HSA=-4.20. (9) Drug 1: CN(CCCl)CCCl.Cl. Drug 2: C1CN(P(=O)(OC1)NCCCl)CCCl. Cell line: DU-145. Synergy scores: CSS=10.9, Synergy_ZIP=-4.31, Synergy_Bliss=-0.260, Synergy_Loewe=-14.1, Synergy_HSA=-2.75. (10) Drug 1: CC1=C2C(C(=O)C3(C(CC4C(C3C(C(C2(C)C)(CC1OC(=O)C(C(C5=CC=CC=C5)NC(=O)C6=CC=CC=C6)O)O)OC(=O)C7=CC=CC=C7)(CO4)OC(=O)C)O)C)OC(=O)C. Drug 2: C1CN1C2=NC(=NC(=N2)N3CC3)N4CC4. Cell line: M14. Synergy scores: CSS=26.1, Synergy_ZIP=-4.30, Synergy_Bliss=-1.46, Synergy_Loewe=-3.62, Synergy_HSA=-1.50.